Dataset: Full USPTO retrosynthesis dataset with 1.9M reactions from patents (1976-2016). Task: Predict the reactants needed to synthesize the given product. (1) The reactants are: [C:1]([O:5][C:6]([NH:8][CH:9]([C:22]1[CH:27]=[CH:26][CH:25]=[CH:24][CH:23]=1)[C:10]([O:12][CH:13]1[CH2:19][CH:18]2[N:20]([CH3:21])[CH:15]([CH2:16][CH2:17]2)[CH2:14]1)=[O:11])=[O:7])([CH3:4])([CH3:3])[CH3:2].[I:28][CH3:29]. Given the product [I-:28].[C:1]([O:5][C:6]([NH:8][CH:9]([C:22]1[CH:23]=[CH:24][CH:25]=[CH:26][CH:27]=1)[C:10]([O:12][CH:13]1[CH2:14][CH:15]2[N+:20]([CH3:29])([CH3:21])[CH:18]([CH2:17][CH2:16]2)[CH2:19]1)=[O:11])=[O:7])([CH3:4])([CH3:2])[CH3:3], predict the reactants needed to synthesize it. (2) Given the product [CH2:1]([O:8][C:9]1[CH:10]=[C:11]([CH:12]=[CH:13][CH:14]=1)[O:15][C:19]1[CH:24]=[C:23]([N:25]2[C:30](=[O:31])[CH:29]=[C:28]([C:32]([F:34])([F:35])[F:33])[N:27]([CH3:36])[C:26]2=[O:37])[C:22]([F:38])=[CH:21][C:20]=1[N+:39]([O-:41])=[O:40])[C:2]1[CH:3]=[CH:4][CH:5]=[CH:6][CH:7]=1, predict the reactants needed to synthesize it. The reactants are: [CH2:1]([O:8][C:9]1[CH:10]=[C:11]([OH:15])[CH:12]=[CH:13][CH:14]=1)[C:2]1[CH:7]=[CH:6][CH:5]=[CH:4][CH:3]=1.[H-].[Na+].F[C:19]1[CH:24]=[C:23]([N:25]2[C:30](=[O:31])[CH:29]=[C:28]([C:32]([F:35])([F:34])[F:33])[N:27]([CH3:36])[C:26]2=[O:37])[C:22]([F:38])=[CH:21][C:20]=1[N+:39]([O-:41])=[O:40]. (3) Given the product [CH:38]([OH:40])=[O:39].[NH2:2][CH2:3][C:4]1[CH:5]=[C:6]([CH2:10][N:11]2[C:19]3[C:14](=[C:15]([OH:20])[CH:16]=[CH:17][CH:18]=3)[C:13]([NH:22][S:23]([C:26]3[S:27][C:28]([Cl:31])=[CH:29][CH:30]=3)(=[O:25])=[O:24])=[N:12]2)[CH:7]=[CH:8][CH:9]=1, predict the reactants needed to synthesize it. The reactants are: Cl.[NH2:2][CH2:3][C:4]1[CH:5]=[C:6]([CH2:10][N:11]2[C:19]3[C:14](=[C:15]([O:20]C)[CH:16]=[CH:17][CH:18]=3)[C:13]([NH:22][S:23]([C:26]3[S:27][C:28]([Cl:31])=[CH:29][CH:30]=3)(=[O:25])=[O:24])=[N:12]2)[CH:7]=[CH:8][CH:9]=1.B(Br)(Br)Br.CO.[C:38](=O)([OH:40])[O-:39].[Na+]. (4) Given the product [F:1][C:2]1[CH:7]=[CH:6][C:5]([C:8]2[S:12][C:11]3[CH:13]=[C:14]([OH:17])[CH:15]=[CH:16][C:10]=3[C:9]=2[O:19][C:20]2[CH:21]=[CH:22][C:23](/[CH:24]=[CH:25]/[C:26]3[NH:30][C:29]([CH3:31])=[N:28][N:27]=3)=[CH:32][CH:33]=2)=[C:4]([CH3:34])[CH:3]=1, predict the reactants needed to synthesize it. The reactants are: [F:1][C:2]1[CH:7]=[CH:6][C:5]([C:8]2[S:12][C:11]3[CH:13]=[C:14]([O:17]C)[CH:15]=[CH:16][C:10]=3[C:9]=2[O:19][C:20]2[CH:33]=[CH:32][C:23](/[CH:24]=[CH:25]/[C:26]3[NH:30][C:29]([CH3:31])=[N:28][N:27]=3)=[CH:22][CH:21]=2)=[C:4]([CH3:34])[CH:3]=1.B(Br)(Br)Br. (5) Given the product [NH2:1][C:4]1[CH:5]=[CH:6][C:7]([CH2:8][C:9]2[CH:10]=[C:11]3[C:15](=[CH:16][CH:17]=2)[NH:14][C:13](=[O:18])[CH2:12]3)=[CH:19][CH:20]=1, predict the reactants needed to synthesize it. The reactants are: [N+:1]([C:4]1[CH:20]=[CH:19][C:7]([CH2:8][C:9]2[CH:10]=[C:11]3[C:15](=[CH:16][CH:17]=2)[NH:14][C:13](=[O:18])[CH2:12]3)=[CH:6][CH:5]=1)([O-])=O. (6) Given the product [CH2:1]([O:8][C:9]1[CH:19]=[C:18]([C:29]2[CH:30]=[CH:31][C:32]([CH2:33][NH:34][C:35](=[O:41])[O:36][C:37]([CH3:39])([CH3:38])[CH3:40])=[CH:42][CH:43]=2)[CH:17]=[C:11]([C:12](=[O:13])[N:14]([CH3:16])[CH3:15])[CH:10]=1)[C:2]1[CH:7]=[CH:6][CH:5]=[CH:4][CH:3]=1, predict the reactants needed to synthesize it. The reactants are: [CH2:1]([O:8][C:9]1[CH:10]=[C:11]([CH:17]=[C:18](O)[CH:19]=1)[C:12]([N:14]([CH3:16])[CH3:15])=[O:13])[C:2]1[CH:7]=[CH:6][CH:5]=[CH:4][CH:3]=1.CC1(C)C(C)(C)OB([C:29]2[CH:43]=[CH:42][C:32]([CH2:33][NH:34][C:35](=[O:41])[O:36][C:37]([CH3:40])([CH3:39])[CH3:38])=[CH:31][CH:30]=2)O1. (7) Given the product [OH:59][C:63]1[CH:62]=[CH:61][C:60]([C:24]2[N:29]=[C:28]3[N:30]([CH2:34][CH:35]4[CH2:39][CH2:38][CH2:37][NH:36]4)[C:31](=[O:33])[NH:32][C:27]3=[N:26][CH:25]=2)=[CH:2][CH:1]=1, predict the reactants needed to synthesize it. The reactants are: [C:1](OC(N1CCCC1CNC1C(N)=NC=C(Br)N=1)=O)(C)(C)[CH3:2].Br[C:24]1[N:29]=[C:28]2[N:30]([CH2:34][CH:35]3[CH2:39][CH2:38][CH2:37][N:36]3C(OC(C)(C)C)=O)[C:31](=[O:33])[NH:32][C:27]2=[N:26][CH:25]=1.C(N1C=CN=C1)(N1C=CN=C1)=O.[O:59]1[CH2:63][CH2:62][CH2:61][CH2:60]1. (8) Given the product [C:17]([N:14]1[CH2:15][CH2:16][N:11]([S:8]([C:5]2[CH:6]=[CH:7][C:2]([C:59]3[CH:60]=[C:55]4[N:54]=[C:53]([CH2:52][CH2:51][C:47]5[CH:46]=[C:45]([O:44][CH3:43])[CH:50]=[CH:49][N:48]=5)[NH:62][C:56]4=[N:57][CH:58]=3)=[CH:3][CH:4]=2)(=[O:10])=[O:9])[CH2:12][CH2:13]1)(=[O:19])[CH3:18], predict the reactants needed to synthesize it. The reactants are: Br[C:2]1[CH:7]=[CH:6][C:5]([S:8]([N:11]2[CH2:16][CH2:15][N:14]([C:17](=[O:19])[CH3:18])[CH2:13][CH2:12]2)(=[O:10])=[O:9])=[CH:4][CH:3]=1.B1(B2OC(C)(C)C(C)(C)O2)OC(C)(C)C(C)(C)O1.C([O-])(=O)C.[K+].[CH3:43][O:44][C:45]1[CH:50]=[CH:49][N:48]=[C:47]([CH2:51][CH2:52][C:53]2[NH:62][C:56]3=[N:57][CH:58]=[C:59](I)[CH:60]=[C:55]3[N:54]=2)[CH:46]=1.C(=O)([O-])[O-].[K+].[K+].[Cl-].[Li+].